Predict the product of the given reaction. From a dataset of Forward reaction prediction with 1.9M reactions from USPTO patents (1976-2016). (1) Given the reactants [Br:1][C:2]1[CH:6]=[CH:5][S:4][C:3]=1[CH:7]=O.Cl.[NH2:10][OH:11].[OH-].[Na+], predict the reaction product. The product is: [Br:1][C:2]1[CH:6]=[CH:5][S:4][C:3]=1[CH:7]=[N:10][OH:11]. (2) Given the reactants [C:1]([N:8]1[CH:12]=[CH:11][N:10]=[CH:9]1)(N1C=CN=C1)=[S:2].[CH3:13][N:14]1[C:18]([C:19]2[CH:20]=[C:21]([CH:23]=[CH:24][CH:25]=2)[NH2:22])=[CH:17][N:16]=[C:15]1[CH3:26].N[CH2:28][C:29]1[CH:34]=CC=CN=1, predict the reaction product. The product is: [CH3:13][N:14]1[C:18]([C:19]2[CH:20]=[C:21]([NH:22][C:1]([NH:8][CH2:12][C:11]3[CH:34]=[CH:29][CH:28]=[CH:9][N:10]=3)=[S:2])[CH:23]=[CH:24][CH:25]=2)=[CH:17][N:16]=[C:15]1[CH3:26]. (3) The product is: [CH2:1]([C:3]1[CH:4]=[CH:5][C:6]([F:9])=[C:7]([OH:16])[CH:8]=1)[CH3:2]. Given the reactants [CH2:1]([C:3]1[CH:8]=[CH:7][C:6]([F:9])=[CH:5][CH:4]=1)[CH3:2].C([Li])(CC)C.B(OC)(OC)[O:16]C.OO.S([O-])([O-])=O.[Na+].[Na+], predict the reaction product. (4) Given the reactants N1([CH:7]=[C:8]([C:11]([N:13]2[CH2:18][CH2:17][O:16][CH2:15][CH2:14]2)=[S:12])[C:9]#[N:10])CCOCC1.I[CH2:20][C:21]([O:23][CH2:24][CH3:25])=[O:22].CCN(C(C)C)C(C)C, predict the reaction product. The product is: [C:9]([C:8]1[CH:7]=[C:20]([C:21]([O:23][CH2:24][CH3:25])=[O:22])[S:12][C:11]=1[N:13]1[CH2:14][CH2:15][O:16][CH2:17][CH2:18]1)#[N:10]. (5) Given the reactants O.[OH-].[Li+].[F:4][C:5]([F:35])([F:34])[C:6]1[N:10]2[N:11]=[C:12]([N:15]3[CH2:20][CH2:19][CH:18]([C:21]4[CH:33]=[CH:32][C:24]([O:25][CH2:26][C:27]([O:29]CC)=[O:28])=[CH:23][CH:22]=4)[CH2:17][CH2:16]3)[CH2:13][CH2:14][C:9]2=[N:8][N:7]=1.O.CO, predict the reaction product. The product is: [F:35][C:5]([F:4])([F:34])[C:6]1[N:10]2[N:11]=[C:12]([N:15]3[CH2:20][CH2:19][CH:18]([C:21]4[CH:33]=[CH:32][C:24]([O:25][CH2:26][C:27]([OH:29])=[O:28])=[CH:23][CH:22]=4)[CH2:17][CH2:16]3)[CH2:13][CH2:14][C:9]2=[N:8][N:7]=1.